Dataset: Forward reaction prediction with 1.9M reactions from USPTO patents (1976-2016). Task: Predict the product of the given reaction. (1) The product is: [F:20][C:2]([F:1])([F:19])[C:3]1[CH:4]=[CH:5][C:6]([C:9]2[O:13][N:12]=[C:11]([CH2:14][OH:15])[CH:10]=2)=[CH:7][CH:8]=1. Given the reactants [F:1][C:2]([F:20])([F:19])[C:3]1[CH:8]=[CH:7][C:6]([C:9]2[O:13][N:12]=[C:11]([C:14](OCC)=[O:15])[CH:10]=2)=[CH:5][CH:4]=1.[BH4-].[Na+].O, predict the reaction product. (2) Given the reactants CO[CH:3]1[CH2:7][CH2:6][CH:5](OC)[O:4]1.Cl.[F:11][C:12]1[CH:19]=[CH:18][C:15]([CH2:16][NH2:17])=[CH:14][CH:13]=1.O=[C:21]([CH2:26]C(O)=O)[CH2:22]C(O)=O.C([O-])(=O)C.[Na+].[OH-].[Na+], predict the reaction product. The product is: [F:11][C:12]1[CH:19]=[CH:18][C:15]([CH2:16][N:17]2[CH:6]3[CH2:5][CH2:26][CH:21]2[CH2:22][C:3](=[O:4])[CH2:7]3)=[CH:14][CH:13]=1.